The task is: Binary Classification. Given a T-cell receptor sequence (or CDR3 region) and an epitope sequence, predict whether binding occurs between them.. This data is from TCR-epitope binding with 47,182 pairs between 192 epitopes and 23,139 TCRs. (1) The epitope is FLNGSCGSV. The TCR CDR3 sequence is CASSPSGVSTDTQYF. Result: 1 (the TCR binds to the epitope). (2) The epitope is KLWAQCVQL. The TCR CDR3 sequence is CASTYMGLGNQPQHF. Result: 1 (the TCR binds to the epitope). (3) The TCR CDR3 sequence is CASSQDPGGETQYF. The epitope is IPIQASLPF. Result: 1 (the TCR binds to the epitope). (4) The epitope is CTELKLSDY. The TCR CDR3 sequence is CASSLYTLAGPTSFRETQYF. Result: 0 (the TCR does not bind to the epitope). (5) The epitope is MPASWVMRI. The TCR CDR3 sequence is CASSLEGPSSYNEQFF. Result: 1 (the TCR binds to the epitope). (6) The epitope is LLWNGPMAV. The TCR CDR3 sequence is CSVVLVDRGADTQYF. Result: 1 (the TCR binds to the epitope). (7) The epitope is GVAMPNLYK. The TCR CDR3 sequence is CASSQEEERRWDEQFF. Result: 0 (the TCR does not bind to the epitope).